This data is from Reaction yield outcomes from USPTO patents with 853,638 reactions. The task is: Predict the reaction yield, written as a fraction of the theoretical maximum amount of product (1.0 means a 100% yield; for example, 0.34 means a 34% yield). The reactants are [C:1]([O:4]C(=O)C)(=[O:3])[CH3:2].C([O-])([O-])=O.[K+].[K+].[O:14]1[CH:18]=[CH:17][CH:16]=[C:15]1[CH:19]=O.Cl. No catalyst specified. The product is [O:14]1[CH:18]=[CH:17][CH:16]=[C:15]1/[CH:19]=[CH:2]/[C:1]([OH:4])=[O:3]. The yield is 0.500.